Dataset: Peptide-MHC class I binding affinity with 185,985 pairs from IEDB/IMGT. Task: Regression. Given a peptide amino acid sequence and an MHC pseudo amino acid sequence, predict their binding affinity value. This is MHC class I binding data. (1) The peptide sequence is GMSWITQGL. The MHC is HLA-B58:01 with pseudo-sequence HLA-B58:01. The binding affinity (normalized) is 0.0847. (2) The peptide sequence is EAVMRMGDLH. The MHC is HLA-A33:01 with pseudo-sequence HLA-A33:01. The binding affinity (normalized) is 0.147. (3) The peptide sequence is FRAAVRAHF. The MHC is HLA-B44:02 with pseudo-sequence HLA-B44:02. The binding affinity (normalized) is 0.0847. (4) The peptide sequence is LFKNVRLLK. The MHC is HLA-A31:01 with pseudo-sequence HLA-A31:01. The binding affinity (normalized) is 0.518.